This data is from Forward reaction prediction with 1.9M reactions from USPTO patents (1976-2016). The task is: Predict the product of the given reaction. Given the reactants [F:1][C:2]([F:19])([F:18])[C:3]1[CH:17]=[CH:16][C:6]([O:7][CH2:8][C:9]2[N:14]=[C:13]([NH2:15])[CH:12]=[CH:11][CH:10]=2)=[CH:5][CH:4]=1.[F:20][C:21]([F:33])([F:32])[C:22]1[CH:23]=[C:24]([S:28](Cl)(=[O:30])=[O:29])[CH:25]=[CH:26][CH:27]=1, predict the reaction product. The product is: [F:33][C:21]([F:20])([F:32])[C:22]1[CH:23]=[C:24]([S:28]([NH:15][C:13]2[CH:12]=[CH:11][CH:10]=[C:9]([CH2:8][O:7][C:6]3[CH:16]=[CH:17][C:3]([C:2]([F:1])([F:18])[F:19])=[CH:4][CH:5]=3)[N:14]=2)(=[O:29])=[O:30])[CH:25]=[CH:26][CH:27]=1.